Dataset: Peptide-MHC class II binding affinity with 134,281 pairs from IEDB. Task: Regression. Given a peptide amino acid sequence and an MHC pseudo amino acid sequence, predict their binding affinity value. This is MHC class II binding data. (1) The peptide sequence is WFVRNPFFAVTALTI. The MHC is HLA-DQA10501-DQB10402 with pseudo-sequence HLA-DQA10501-DQB10402. The binding affinity (normalized) is 0.606. (2) The peptide sequence is AFSPEVIPMFSALSEGA. The binding affinity (normalized) is 0.759. The MHC is DRB1_0101 with pseudo-sequence DRB1_0101. (3) The MHC is HLA-DQA10501-DQB10402 with pseudo-sequence HLA-DQA10501-DQB10402. The peptide sequence is WVPQGRTTWSIHGKG. The binding affinity (normalized) is 0.674. (4) The peptide sequence is DAAFKIAATAANAAP. The MHC is DRB1_1302 with pseudo-sequence DRB1_1302. The binding affinity (normalized) is 0.578. (5) The peptide sequence is TDQKQFKQDSKYSHG. The MHC is DRB1_0101 with pseudo-sequence DRB1_0101. The binding affinity (normalized) is 0.330. (6) The binding affinity (normalized) is 0.925. The peptide sequence is DKYRTFVATFGAASNKAFAE. The MHC is DRB1_0101 with pseudo-sequence DRB1_0101. (7) The peptide sequence is VFGSAFQGLFGGLNW. The MHC is DRB1_0101 with pseudo-sequence DRB1_0101. The binding affinity (normalized) is 0.360.